Dataset: Reaction yield outcomes from USPTO patents with 853,638 reactions. Task: Predict the reaction yield, written as a fraction of the theoretical maximum amount of product (1.0 means a 100% yield; for example, 0.34 means a 34% yield). (1) The reactants are I.[NH2:2][C:3]1[C:4]([C:11]([NH:13][C:14](=[NH:17])SC)=[O:12])=[N:5][C:6]([Cl:10])=[C:7]([NH2:9])[N:8]=1.[C:18]([CH2:21][C:22]1[CH:27]=[CH:26][C:25]([CH2:28][CH2:29][CH2:30][CH2:31][NH2:32])=[CH:24][CH:23]=1)([OH:20])=[O:19]. The catalyst is C1COCC1. The product is [ClH:10].[C:18]([CH2:21][C:22]1[CH:27]=[CH:26][C:25]([CH2:28][CH2:29][CH2:30][CH2:31][NH:32][C:14]([NH:13][C:11]([C:4]2[C:3]([NH2:2])=[N:8][C:7]([NH2:9])=[C:6]([Cl:10])[N:5]=2)=[O:12])=[NH:17])=[CH:24][CH:23]=1)([OH:20])=[O:19]. The yield is 0.250. (2) The yield is 0.110. The product is [N:14]1([C:4]2[N:5]=[C:6]([N:8]3[CH2:13][CH2:12][O:11][CH2:10][CH2:9]3)[N:7]=[C:2]([C:28]3[CH:27]=[CH:26][C:25]([NH:24][C:22]([NH:21][CH3:20])=[O:23])=[CH:30][CH:29]=3)[N:3]=2)[CH2:19][CH2:18][O:17][CH2:16][CH2:15]1. No catalyst specified. The reactants are Cl[C:2]1[N:7]=[C:6]([N:8]2[CH2:13][CH2:12][O:11][CH2:10][CH2:9]2)[N:5]=[C:4]([N:14]2[CH2:19][CH2:18][O:17][CH2:16][CH2:15]2)[N:3]=1.[CH3:20][NH:21][C:22]([NH:24][C:25]1[CH:30]=[CH:29][C:28](B2OC(C)(C)C(C)(C)O2)=[CH:27][CH:26]=1)=[O:23]. (3) The reactants are Cl[C:2]1[N:7]=[C:6]([Cl:8])[C:5]([C:9]([F:12])([F:11])[F:10])=[CH:4][N:3]=1.C(OCC)C.[NH2:18][C:19]1[CH:24]=[CH:23][C:22]([CH:25]2[CH2:30][CH2:29][CH2:28][CH2:27][N:26]2[C:31]([O:33][C:34]([CH3:37])([CH3:36])[CH3:35])=[O:32])=[CH:21][CH:20]=1.C(N(CC)CC)C. The catalyst is [Cl-].[Cl-].[Zn+2].ClCCCl.CC(O)(C)C. The product is [Cl:8][C:6]1[C:5]([C:9]([F:12])([F:11])[F:10])=[CH:4][N:3]=[C:2]([NH:18][C:19]2[CH:20]=[CH:21][C:22]([CH:25]3[CH2:30][CH2:29][CH2:28][CH2:27][N:26]3[C:31]([O:33][C:34]([CH3:37])([CH3:36])[CH3:35])=[O:32])=[CH:23][CH:24]=2)[N:7]=1. The yield is 0.670. (4) The reactants are [N-:1]=[C:2]=[S:3].[Na+].N1C=CC=CC=1.CS(O[N:16]=[C:17](Cl)[C@H:18]1[CH2:22][O:21][C:20]2([CH2:27][CH2:26][CH2:25][CH2:24][CH2:23]2)[O:19]1)(=O)=O.[CH3:29][C:30]1[C:35]([O:36][C:37]2[C:38]([NH2:50])=[N:39][CH:40]=[C:41]([S:43][C:44]3[CH:49]=[CH:48][CH:47]=[CH:46][N:45]=3)[CH:42]=2)=[CH:34][CH:33]=[CH:32][N:31]=1. The catalyst is C(#N)C. The product is [CH3:29][C:30]1[C:35]([O:36][C:37]2[C:38]([NH:50][C:2]3[S:3][N:16]=[C:17]([C@H:18]4[CH2:22][O:21][C:20]5([CH2:23][CH2:24][CH2:25][CH2:26][CH2:27]5)[O:19]4)[N:1]=3)=[N:39][CH:40]=[C:41]([S:43][C:44]3[CH:49]=[CH:48][CH:47]=[CH:46][N:45]=3)[CH:42]=2)=[CH:34][CH:33]=[CH:32][N:31]=1. The yield is 0.702. (5) The reactants are COC1C=CC(C[O:8][C:9]2[CH:10]=[CH:11][C:12]([S:19]([C:22]3[CH:28]=[CH:27][C:25]([CH3:26])=[CH:24][CH:23]=3)(=[O:21])=[O:20])=[C:13]3[C:18]=2[N:17]=[CH:16][CH:15]=[CH:14]3)=CC=1.FC(F)(F)C(O)=O.[OH-].[Na+]. The catalyst is ClCCl. The product is [C:25]1([CH3:26])[CH:24]=[CH:23][C:22]([S:19]([C:12]2[CH:11]=[CH:10][C:9]([OH:8])=[C:18]3[C:13]=2[CH:14]=[CH:15][CH:16]=[N:17]3)(=[O:21])=[O:20])=[CH:28][CH:27]=1. The yield is 0.850. (6) The reactants are [F:1][C:2]([F:15])([F:14])[CH2:3][O:4][C:5]1[CH:6]=[C:7]([C:11](=O)[CH3:12])[CH:8]=[CH:9][CH:10]=1.[CH3:16][C:17]([S@:20]([NH2:22])=[O:21])([CH3:19])[CH3:18]. No catalyst specified. The product is [CH3:16][C:17]([S@:20]([NH:22][CH:11]([C:7]1[CH:8]=[CH:9][CH:10]=[C:5]([O:4][CH2:3][C:2]([F:15])([F:14])[F:1])[CH:6]=1)[CH3:12])=[O:21])([CH3:19])[CH3:18]. The yield is 0.720. (7) The reactants are [C:1]1([NH2:11])[C:10]2[C:5](=[CH:6][CH:7]=[CH:8][CH:9]=2)[CH:4]=[CH:3][CH:2]=1.CCN(C(C)C)C(C)C.[CH3:21][O:22][C:23](=[O:27])[C:24](Cl)=[O:25].C(=O)(O)[O-].[Na+]. The catalyst is C(Cl)Cl. The product is [CH3:21][O:22][C:23](=[O:27])[C:24]([NH:11][C:1]1[C:10]2[C:5](=[CH:6][CH:7]=[CH:8][CH:9]=2)[CH:4]=[CH:3][CH:2]=1)=[O:25]. The yield is 0.900.